This data is from HIV replication inhibition screening data with 41,000+ compounds from the AIDS Antiviral Screen. The task is: Binary Classification. Given a drug SMILES string, predict its activity (active/inactive) in a high-throughput screening assay against a specified biological target. (1) The drug is O=C1NNC(=O)C2C3c4ccccc4C(c4ccccc43)C12. The result is 0 (inactive). (2) The molecule is N#CC(=Cc1cccc(N)c1)c1ccccc1. The result is 0 (inactive). (3) The drug is CN(C(=O)C=Cc1ccccc1)C1C2CN3CCC(O2)C13. The result is 0 (inactive). (4) The molecule is CO.COc1ccc(NCc2cnc3nc(N)nc(N)c3c2C)cc1. The result is 0 (inactive). (5) The drug is O=C(CCC(=O)Nc1ccc(Cl)c(Cl)c1)CC(=O)c1ccc(Cl)cc1. The result is 0 (inactive).